Task: Predict the product of the given reaction.. Dataset: Forward reaction prediction with 1.9M reactions from USPTO patents (1976-2016) (1) Given the reactants O[CH2:2][C:3]1[CH:4]=[C:5]([NH:9][C:10](=[O:16])[O:11][C:12]([CH3:15])([CH3:14])[CH3:13])[CH:6]=[CH:7][CH:8]=1.[Br:17]C(Br)(Br)Br.N1C=CN=C1, predict the reaction product. The product is: [Br:17][CH2:2][C:3]1[CH:4]=[C:5]([NH:9][C:10](=[O:16])[O:11][C:12]([CH3:15])([CH3:14])[CH3:13])[CH:6]=[CH:7][CH:8]=1. (2) Given the reactants N1C2[C:4](=[CH:5][C:6]([C:10]([OH:12])=[O:11])=[CH:7][CH:8]=2)[CH:3]=C1.[H-].[Na+].I[CH3:16].[CH3:17][N:18]([CH:20]=O)[CH3:19], predict the reaction product. The product is: [CH3:16][O:12][C:10]([C:6]1[CH:5]=[C:4]2[C:19](=[CH:8][CH:7]=1)[N:18]([CH3:17])[CH:20]=[CH:3]2)=[O:11].